From a dataset of Forward reaction prediction with 1.9M reactions from USPTO patents (1976-2016). Predict the product of the given reaction. (1) Given the reactants C([O-])(O)=O.[Na+].[CH3:6][N:7]([CH3:22])[C:8]1[CH:17]=[CH:16][CH:15]=[C:14]2[C:9]=1[CH:10]=[CH:11][CH:12]=[C:13]2[S:18](Cl)(=[O:20])=[O:19].[NH2:23][CH2:24][C:25]([OH:27])=[O:26].C(N(CC)CC)C, predict the reaction product. The product is: [CH3:6][N:7]([CH3:22])[C:8]1[CH:17]=[CH:16][CH:15]=[C:14]2[C:9]=1[CH:10]=[CH:11][CH:12]=[C:13]2[S:18]([NH:23][CH2:24][C:25]([OH:27])=[O:26])(=[O:20])=[O:19]. (2) The product is: [Cl:1][C:2]1[C:6]([NH2:7])=[CH:5][N:4]([C:10]2[CH:11]=[N:12][CH:13]=[CH:14][CH:15]=2)[N:3]=1. Given the reactants [Cl:1][C:2]1[C:6]([N+:7]([O-])=O)=[CH:5][N:4]([C:10]2[CH:11]=[N:12][CH:13]=[CH:14][CH:15]=2)[N:3]=1.C(O)(=O)C.C(O)C, predict the reaction product.